Task: Predict the reactants needed to synthesize the given product.. Dataset: Full USPTO retrosynthesis dataset with 1.9M reactions from patents (1976-2016) Given the product [O:22]1[CH2:25][C:24](=[C:6]([CH3:7])[C:4]([O:3][CH2:2][CH3:1])=[O:5])[CH2:23]1, predict the reactants needed to synthesize it. The reactants are: [CH3:1][CH2:2][O:3][C:4]([CH:6](P(OCC)(OCC)=O)[CH3:7])=[O:5].CC(C)([O-])C.[K+].[O:22]1[CH2:25][C:24](=O)[CH2:23]1.